Dataset: Catalyst prediction with 721,799 reactions and 888 catalyst types from USPTO. Task: Predict which catalyst facilitates the given reaction. (1) Reactant: [F:1][C:2]1[CH:7]=[CH:6][C:5]([C:8]2([N:11]3[C:23](=[O:24])[C:22]4[C:13](=[N:14][C:15]5[C:20]([C:21]=4[O:25][Si:26]([CH:33]([CH3:35])[CH3:34])([CH:30]([CH3:32])[CH3:31])[CH:27]([CH3:29])[CH3:28])=[N:19][CH:18]=[CH:17][C:16]=5[CH3:36])[C:12]3=[O:37])[CH2:10][CH2:9]2)=[CH:4][CH:3]=1.[Br:38]N1C(=O)CCC1=O. Product: [Br:38][CH2:36][C:16]1[CH:17]=[CH:18][N:19]=[C:20]2[C:15]=1[N:14]=[C:13]1[C:12](=[O:37])[N:11]([C:8]3([C:5]4[CH:6]=[CH:7][C:2]([F:1])=[CH:3][CH:4]=4)[CH2:10][CH2:9]3)[C:23](=[O:24])[C:22]1=[C:21]2[O:25][Si:26]([CH:30]([CH3:31])[CH3:32])([CH:33]([CH3:35])[CH3:34])[CH:27]([CH3:28])[CH3:29]. The catalyst class is: 13. (2) Reactant: [N:1]1[C:10]2[C:5](=[CH:6][N:7]=[CH:8][CH:9]=2)[CH:4]=[CH:3][C:2]=1[NH:11]C(=O)OC(C)(C)C. Product: [N:1]1[C:10]2[C:5](=[CH:6][N:7]=[CH:8][CH:9]=2)[CH:4]=[CH:3][C:2]=1[NH2:11]. The catalyst class is: 137. (3) Reactant: [C:1]1([C:7]2[C:8]([C:13]3[CH:18]=[CH:17][CH:16]=[CH:15][CH:14]=3)=[CH:9][CH:10]=[CH:11][CH:12]=2)[CH:6]=[CH:5][CH:4]=[CH:3][CH:2]=1.C1C(=O)N([Br:26])C(=O)C1. Product: [Br:26][C:14]1[CH:15]=[CH:16][CH:17]=[CH:18][C:13]=1[C:8]1[C:7]([C:1]2[CH:2]=[CH:3][CH:4]=[CH:5][CH:6]=2)=[CH:12][CH:11]=[CH:10][CH:9]=1. The catalyst class is: 855. (4) Product: [CH2:2]([O:4][C:5]([C:7]1[CH:8]=[C:9]([C:13]2[C:14]([C:19]3[CH:24]=[C:23]([Cl:25])[CH:22]=[CH:21][C:20]=3[OH:26])=[CH:15][CH:16]=[CH:17][CH:18]=2)[CH:10]=[CH:11][CH:12]=1)=[O:6])[CH3:3]. The catalyst class is: 86. Reactant: Br.[CH2:2]([O:4][C:5]([C:7]1[CH:8]=[C:9]([C:13]2[C:14]([C:19]3[CH:24]=[C:23]([Cl:25])[CH:22]=[CH:21][C:20]=3[O:26]CC3C=CC=CC=3)=[CH:15][CH:16]=[CH:17][CH:18]=2)[CH:10]=[CH:11][CH:12]=1)=[O:6])[CH3:3]. (5) Reactant: [C:1](Cl)(=[O:9])OC1C=CC=CC=1.[CH2:11]([N:13](CC)CC)C.[CH3:18][O:19][C:20]1[CH:21]=[C:22]2[C:27](=[C:28]3[CH2:32][C:31]([CH3:34])([CH3:33])[O:30][C:29]=13)[C:26]([C:35]1[CH:36]=[C:37]([NH2:41])[CH:38]=[CH:39][CH:40]=1)=[N:25][C:24]([CH3:43])([CH3:42])[CH2:23]2.Cl.CN. Product: [CH3:11][NH:13][C:1]([NH:41][C:37]1[CH:38]=[CH:39][CH:40]=[C:35]([C:26]2[C:27]3[C:22](=[CH:21][C:20]([O:19][CH3:18])=[C:29]4[O:30][C:31]([CH3:34])([CH3:33])[CH2:32][C:28]4=3)[CH2:23][C:24]([CH3:43])([CH3:42])[N:25]=2)[CH:36]=1)=[O:9]. The catalyst class is: 35. (6) Reactant: [CH3:1][O:2][C:3](=[O:14])[C:4]1[CH:9]=[CH:8][CH:7]=[C:6]([OH:10])[C:5]=1[N+:11]([O-:13])=[O:12].[Br:15]Br. Product: [CH3:1][O:2][C:3](=[O:14])[C:4]1[CH:9]=[CH:8][C:7]([Br:15])=[C:6]([OH:10])[C:5]=1[N+:11]([O-:13])=[O:12]. The catalyst class is: 22. (7) Reactant: [NH2:1][C:2]1[CH:3]=[C:4]([OH:8])[CH:5]=[CH:6][CH:7]=1.[C:9]([C:13]1[O:17][N:16]=[C:15]([N:18]=[C:19]=[O:20])[CH:14]=1)([CH3:12])([CH3:11])[CH3:10]. Product: [C:9]([C:13]1[O:17][N:16]=[C:15]([NH:18][C:19]([NH:1][C:2]2[CH:7]=[CH:6][CH:5]=[C:4]([OH:8])[CH:3]=2)=[O:20])[CH:14]=1)([CH3:12])([CH3:10])[CH3:11]. The catalyst class is: 1. (8) Reactant: [NH:1]1[C:9]2[C:4](=[CH:5][CH:6]=[C:7]([C:10]([O:12][CH3:13])=[O:11])[CH:8]=2)[CH:3]=[CH:2]1.[H-].[Li+].Br[CH:17]1[CH2:22][CH2:21][CH2:20][CH:19]=[CH:18]1.CCOC(C)=O. Product: [CH:22]1([C:3]2[C:4]3[C:9](=[CH:8][C:7]([C:10]([O:12][CH3:13])=[O:11])=[CH:6][CH:5]=3)[NH:1][CH:2]=2)[CH2:21][CH2:20][CH2:19][CH:18]=[CH:17]1. The catalyst class is: 18. (9) Reactant: Br[C:2]1[N:3]=[C:4]([C:10]2[C:19]3[C:14](=[CH:15][CH:16]=[CH:17][CH:18]=3)[CH:13]=[CH:12][CH:11]=2)[N:5]([CH2:8][CH3:9])[C:6]=1Br.[Li]CCCC.CCCCCC.[CH3:31][Si:32](Cl)([CH3:34])[CH3:33].C1C=CC(S(N(S(C2C=CC=CC=2)(=O)=O)[F:46])(=O)=O)=CC=1. Product: [CH2:8]([N:5]1[C:6]([Si:32]([CH3:34])([CH3:33])[CH3:31])=[C:2]([F:46])[N:3]=[C:4]1[C:10]1[C:19]2[C:14](=[CH:15][CH:16]=[CH:17][CH:18]=2)[CH:13]=[CH:12][CH:11]=1)[CH3:9]. The catalyst class is: 20.